This data is from Forward reaction prediction with 1.9M reactions from USPTO patents (1976-2016). The task is: Predict the product of the given reaction. (1) The product is: [NH2:8][CH2:9][CH2:10][CH2:11][CH2:12][N:13]([CH2:31][C:32]([NH:45][C:42]1[CH:41]=[CH:40][C:39]([C:35]([CH3:38])([CH3:36])[CH3:37])=[CH:44][CH:43]=1)=[O:33])[C:61]([NH:60][C:57]1[CH:58]=[CH:59][C:54]([O:53][CH2:46][C:47]2[CH:48]=[CH:49][CH:50]=[CH:51][CH:52]=2)=[CH:55][CH:56]=1)=[O:62]. Given the reactants C(OC([NH:8][CH2:9][CH2:10][CH2:11][CH2:12][N:13]([CH2:31][C:32](O)=[O:33])C(OCC1C2C=CC=CC=2C2C1=CC=CC=2)=O)=O)(C)(C)C.[C:35]([C:39]1[CH:44]=[CH:43][C:42]([NH2:45])=[CH:41][CH:40]=1)([CH3:38])([CH3:37])[CH3:36].[CH2:46]([O:53][C:54]1[CH:59]=[CH:58][C:57]([N:60]=[C:61]=[O:62])=[CH:56][CH:55]=1)[C:47]1[CH:52]=[CH:51][CH:50]=[CH:49][CH:48]=1, predict the reaction product. (2) Given the reactants CS(O)(=O)=O.[F:6][C:7]1[C:12]([F:13])=[CH:11][CH:10]=[CH:9][C:8]=1[C@H:14]1[CH2:20][N:19]2[C:21]([C:24](OC)([CH3:26])[CH3:25])=[CH:22][N:23]=[C:18]2[C@H:17]([NH:29]C(=O)OC(C)(C)C)[CH2:16][CH2:15]1.[N-:37]=[N+:38]=[N-:39].[Na+], predict the reaction product. The product is: [N:37]([C:24]([C:21]1[N:19]2[CH2:20][C@H:14]([C:8]3[CH:9]=[CH:10][CH:11]=[C:12]([F:13])[C:7]=3[F:6])[CH2:15][CH2:16][C@@H:17]([NH2:29])[C:18]2=[N:23][CH:22]=1)([CH3:25])[CH3:26])=[N+:38]=[N-:39]. (3) Given the reactants [N+:1]([C:4]1[CH:9]=[CH:8][C:7]([CH2:10][CH2:11][S:12](Cl)(=[O:14])=[O:13])=[CH:6][CH:5]=1)([O-])=O.[NH:16]1[CH2:21][CH2:20][O:19][CH2:18][CH2:17]1, predict the reaction product. The product is: [N:16]1([S:12]([CH2:11][CH2:10][C:7]2[CH:8]=[CH:9][C:4]([NH2:1])=[CH:5][CH:6]=2)(=[O:14])=[O:13])[CH2:21][CH2:20][O:19][CH2:18][CH2:17]1. (4) Given the reactants [C:1]([O:5][C:6](=[O:38])[C@@H:7]([NH:23][C:24]([O:26][CH2:27][C:28]12[CH2:37][CH:32]3[CH2:33][CH:34]([CH2:36][CH:30]([CH2:31]3)[CH2:29]1)[CH2:35]2)=[O:25])[CH2:8][NH:9][C:10]([C:12]1[S:13][C:14]([CH2:17][CH2:18][C:19]([O:21]C)=O)=[CH:15][CH:16]=1)=[O:11])([CH3:4])([CH3:3])[CH3:2].[NH2:39][C:40]1[NH:41][CH2:42][CH2:43][CH2:44][N:45]=1, predict the reaction product. The product is: [C:1]([O:5][C:6](=[O:38])[C@@H:7]([NH:23][C:24]([O:26][CH2:27][C:28]12[CH2:29][CH:30]3[CH2:36][CH:34]([CH2:33][CH:32]([CH2:31]3)[CH2:37]1)[CH2:35]2)=[O:25])[CH2:8][NH:9][C:10]([C:12]1[S:13][C:14]([CH2:17][CH2:18][C:19](=[O:21])[NH:39][C:40]2[NH:45][CH2:44][CH2:43][CH2:42][N:41]=2)=[CH:15][CH:16]=1)=[O:11])([CH3:3])([CH3:4])[CH3:2]. (5) Given the reactants [F:1][C:2]1([F:15])[O:7][C:6]2[CH:8]=[CH:9][C:10]([NH2:12])=[CH:11][C:5]=2[O:4][C:3]1([F:14])[F:13].[OH-:16].[Na+].[Cl:18][C:19]1[N:26]=[CH:25][CH:24]=[CH:23][C:20]=1[CH2:21]Cl, predict the reaction product. The product is: [Cl:18][C:19]1[N:26]=[CH:25][CH:24]=[CH:23][C:20]=1[C:21]([NH:12][C:10]1[CH:9]=[CH:8][C:6]2[O:7][C:2]([F:1])([F:15])[C:3]([F:13])([F:14])[O:4][C:5]=2[CH:11]=1)=[O:16]. (6) Given the reactants [CH3:1][O:2][CH2:3][C:4]1[N:9]=[C:8]([CH2:10][CH2:11][CH3:12])[NH:7][C:6](=[O:13])[CH:5]=1.Br[CH2:15][C:16]1[CH:21]=[CH:20][C:19]([C:22]2[C:23]([C:28]#[N:29])=[CH:24][CH:25]=[CH:26][CH:27]=2)=[CH:18][CH:17]=1.C(=O)([O-])[O-].[K+].[K+], predict the reaction product. The product is: [CH3:1][O:2][CH2:3][C:4]1[N:9]=[C:8]([CH2:10][CH2:11][CH3:12])[N:7]([CH2:15][C:16]2[CH:17]=[CH:18][C:19]([C:22]3[C:23]([C:28]#[N:29])=[CH:24][CH:25]=[CH:26][CH:27]=3)=[CH:20][CH:21]=2)[C:6](=[O:13])[CH:5]=1. (7) Given the reactants [C:1]1([CH2:7][CH2:8][C:9]([NH:11][NH2:12])=[O:10])[CH:6]=[CH:5][CH:4]=[CH:3][CH:2]=1.C(N(CC)CC)C.Cl[C:21](=[O:27])[C:22]([O:24][CH2:25][CH3:26])=[O:23], predict the reaction product. The product is: [O:27]=[C:21]([NH:12][NH:11][C:9](=[O:10])[CH2:8][CH2:7][C:1]1[CH:6]=[CH:5][CH:4]=[CH:3][CH:2]=1)[C:22]([O:24][CH2:25][CH3:26])=[O:23]. (8) The product is: [F:23][C:17]1[CH:18]=[C:19]([CH3:22])[CH:20]=[CH:21][C:16]=1[C:8]1[C:7]([CH2:6][O:5][C:25]2[CH:30]=[CH:29][C:28]([CH2:31][CH2:32][C:33]([OH:35])=[O:34])=[C:27]([CH3:38])[C:26]=2[CH3:39])=[C:11]([C:12]([F:15])([F:14])[F:13])[S:10][N:9]=1. Given the reactants CS([O:5][CH2:6][C:7]1[C:8]([C:16]2[CH:21]=[CH:20][C:19]([CH3:22])=[CH:18][C:17]=2[F:23])=[N:9][S:10][C:11]=1[C:12]([F:15])([F:14])[F:13])(=O)=O.O[C:25]1[CH:30]=[CH:29][C:28]([CH2:31][CH2:32][C:33]([O:35]CC)=[O:34])=[C:27]([CH3:38])[C:26]=1[CH3:39], predict the reaction product. (9) The product is: [CH2:52]([O:51][C:40]1[CH:45]=[C:44]([C:2]2[C:7]3[CH:8]=[C:9]([C:11]([O:13][CH3:14])=[O:12])[NH:10][C:6]=3[CH:5]=[CH:4][N:3]=2)[CH:43]=[CH:42][CH:41]=1)[CH3:53]. Given the reactants Cl[C:2]1[C:7]2[CH:8]=[C:9]([C:11]([O:13][CH3:14])=[O:12])[NH:10][C:6]=2[CH:5]=[CH:4][N:3]=1.CC(C1C=C(C(C)C)C(C2C=CC=CC=2P([CH:40]2[CH2:45][CH2:44][CH2:43][CH2:42][CH2:41]2)[CH:40]2[CH2:45][CH2:44][CH2:43][CH2:42][CH2:41]2)=C(C(C)C)C=1)C.[F-].[K+].[O:51]1CCO[CH2:53][CH2:52]1, predict the reaction product. (10) Given the reactants [C-:1]#[C-:2].[C-]#[C-].[Na+].[Na+].[NH2:7][C:8]1[CH:22]=[CH:21][C:11]([C:12]([C:14]2[CH:19]=[CH:18][C:17]([F:20])=[CH:16][CH:15]=2)=[O:13])=[CH:10][CH:9]=1, predict the reaction product. The product is: [NH2:7][C:8]1[CH:22]=[CH:21][C:11]([C:12]([C:14]2[CH:19]=[CH:18][C:17]([F:20])=[CH:16][CH:15]=2)([OH:13])[C:1]#[CH:2])=[CH:10][CH:9]=1.